From a dataset of NCI-60 drug combinations with 297,098 pairs across 59 cell lines. Regression. Given two drug SMILES strings and cell line genomic features, predict the synergy score measuring deviation from expected non-interaction effect. (1) Drug 1: C1=NC2=C(N1)C(=S)N=CN2. Drug 2: C1CNP(=O)(OC1)N(CCCl)CCCl. Cell line: OVCAR-4. Synergy scores: CSS=62.1, Synergy_ZIP=-3.12, Synergy_Bliss=-4.74, Synergy_Loewe=-58.7, Synergy_HSA=-3.53. (2) Drug 1: CCCCCOC(=O)NC1=NC(=O)N(C=C1F)C2C(C(C(O2)C)O)O. Drug 2: CC1=C(C(=O)C2=C(C1=O)N3CC4C(C3(C2COC(=O)N)OC)N4)N. Cell line: HCT-15. Synergy scores: CSS=39.6, Synergy_ZIP=2.26, Synergy_Bliss=2.61, Synergy_Loewe=-60.6, Synergy_HSA=-5.00. (3) Drug 1: COC1=CC(=CC(=C1O)OC)C2C3C(COC3=O)C(C4=CC5=C(C=C24)OCO5)OC6C(C(C7C(O6)COC(O7)C8=CC=CS8)O)O. Drug 2: CC1=C2C(C(=O)C3(C(CC4C(C3C(C(C2(C)C)(CC1OC(=O)C(C(C5=CC=CC=C5)NC(=O)OC(C)(C)C)O)O)OC(=O)C6=CC=CC=C6)(CO4)OC(=O)C)O)C)O. Cell line: SK-MEL-28. Synergy scores: CSS=26.3, Synergy_ZIP=-10.3, Synergy_Bliss=-3.42, Synergy_Loewe=-13.5, Synergy_HSA=-1.18. (4) Drug 1: C1CC(C1)(C(=O)O)C(=O)O.[NH2-].[NH2-].[Pt+2]. Drug 2: CN1C(=O)N2C=NC(=C2N=N1)C(=O)N. Cell line: HS 578T. Synergy scores: CSS=7.52, Synergy_ZIP=-5.03, Synergy_Bliss=-2.11, Synergy_Loewe=0.866, Synergy_HSA=0.859. (5) Drug 1: CC(C1=C(C=CC(=C1Cl)F)Cl)OC2=C(N=CC(=C2)C3=CN(N=C3)C4CCNCC4)N. Drug 2: C#CCC(CC1=CN=C2C(=N1)C(=NC(=N2)N)N)C3=CC=C(C=C3)C(=O)NC(CCC(=O)O)C(=O)O. Cell line: SF-539. Synergy scores: CSS=-1.40, Synergy_ZIP=-4.67, Synergy_Bliss=-10.7, Synergy_Loewe=-79.2, Synergy_HSA=-10.6.